This data is from Catalyst prediction with 721,799 reactions and 888 catalyst types from USPTO. The task is: Predict which catalyst facilitates the given reaction. (1) Reactant: Br.Br.[CH3:3][N:4]1[C:8]2[CH:9]=[CH:10][C:11]([C:13]3[CH:18]=[CH:17][CH:16]=[C:15]([C:19]([F:22])([F:21])[F:20])[CH:14]=3)=[CH:12][C:7]=2[N:6]=[C:5]1[NH2:23].[CH3:24][C:25]1[N:30]2[CH:31]=[C:32]([C:34](O)=[O:35])[N:33]=[C:29]2[CH:28]=[CH:27][CH:26]=1.CN(C(ON1N=NC2C=CC=CC1=2)=[N+](C)C)C.F[P-](F)(F)(F)(F)F.CCN(C(C)C)C(C)C.C([O-])(O)=O.[Na+]. The catalyst class is: 3. Product: [CH3:3][N:4]1[C:8]2[CH:9]=[CH:10][C:11]([C:13]3[CH:18]=[CH:17][CH:16]=[C:15]([C:19]([F:20])([F:22])[F:21])[CH:14]=3)=[CH:12][C:7]=2[N:6]=[C:5]1[NH:23][C:34]([C:32]1[N:33]=[C:29]2[CH:28]=[CH:27][CH:26]=[C:25]([CH3:24])[N:30]2[CH:31]=1)=[O:35]. (2) Reactant: [NH2:1][CH:2]1[CH2:6][CH2:5][N:4]([C:7]([O:9][C:10]([CH3:13])([CH3:12])[CH3:11])=[O:8])[CH2:3]1.[Cl:14][C:15]1[CH:16]=[C:17]([CH:20]=[CH:21][C:22]=1[Cl:23])[CH:18]=O.C([BH3-])#N.[Na+]. Product: [Cl:14][C:15]1[CH:16]=[C:17]([CH:20]=[CH:21][C:22]=1[Cl:23])[CH2:18][NH:1][CH:2]1[CH2:6][CH2:5][N:4]([C:7]([O:9][C:10]([CH3:13])([CH3:12])[CH3:11])=[O:8])[CH2:3]1. The catalyst class is: 130. (3) Reactant: Br[C:2]1[C:3]([O:11][CH3:12])=[CH:4][C:5]([F:10])=[C:6]([CH:9]=1)[C:7]#[N:8].[CH2:13]([Sn](CCCC)(CCCC)CCCC)[CH:14]=[CH2:15].[Li+].[Cl-]. Product: [F:10][C:5]1[CH:4]=[C:3]([O:11][CH3:12])[C:2]([CH2:15][CH:14]=[CH2:13])=[CH:9][C:6]=1[C:7]#[N:8]. The catalyst class is: 109. (4) Reactant: C([O:5][C:6]([C:8]1([CH2:12][NH:13][S:14]([C:17]2[CH:22]=[CH:21][CH:20]=[C:19]([C:23]([N:25]3[CH2:46][CH2:45][C:28]4([NH:32]/[C:31](=[N:33]/[C:34]([C:36]5[C:41]([NH2:42])=[N:40][C:39]([NH2:43])=[C:38]([Cl:44])[N:37]=5)=[O:35])/[NH:30][CH2:29]4)[CH2:27][CH2:26]3)=[O:24])[CH:18]=2)(=[O:16])=[O:15])[CH2:11][CH2:10][CH2:9]1)=[O:7])(C)(C)C.O1CCOCC1. Product: [NH2:42][C:41]1[C:36]([C:34](/[N:33]=[C:31]2/[NH:32][C:28]3([CH2:45][CH2:46][N:25]([C:23]([C:19]4[CH:18]=[C:17]([S:14]([NH:13][CH2:12][C:8]5([C:6]([OH:7])=[O:5])[CH2:9][CH2:10][CH2:11]5)(=[O:15])=[O:16])[CH:22]=[CH:21][CH:20]=4)=[O:24])[CH2:26][CH2:27]3)[CH2:29][NH:30]/2)=[O:35])=[N:37][C:38]([Cl:44])=[C:39]([NH2:43])[N:40]=1. The catalyst class is: 33. (5) Reactant: S(O)(O)(=O)=O.[CH3:6][S:7][C:8](=[NH:10])[NH2:9].[N+:11]([C:14]1[CH:15]=[C:16]([CH:19]=[CH:20][CH:21]=1)[CH:17]=O)([O-:13])=[O:12].[C:22]([CH2:24][C:25](OCC)=[O:26])#[N:23].C(=O)([O-])[O-].[K+].[K+]. Product: [C:22]([C:24]1[C:17]([C:16]2[CH:19]=[CH:20][CH:21]=[C:14]([N+:11]([O-:13])=[O:12])[CH:15]=2)=[N:10][C:8]([S:7][CH3:6])=[N:9][C:25]=1[OH:26])#[N:23]. The catalyst class is: 14. (6) Reactant: [CH3:1][O:2][C@H:3]1[CH2:20][C@@:18]2([CH3:19])[C@@H:14]([CH2:15][CH2:16][C:17]2=NNS(C2C=CC(C)=CC=2)(=O)=O)[C@H:13]2[C@H:4]1[C:5]1[CH:6]=[CH:7][C:8]([OH:33])=[CH:9][C:10]=1[CH2:11][CH2:12]2.O1CCCC1.C([Li])CCC.[Cl-].[NH4+]. Product: [CH3:1][O:2][C@H:3]1[CH2:20][C@@:18]2([CH3:19])[C@@H:14]([CH2:15][CH:16]=[CH:17]2)[C@H:13]2[C@H:4]1[C:5]1[CH:6]=[CH:7][C:8]([OH:33])=[CH:9][C:10]=1[CH2:11][CH2:12]2. The catalyst class is: 13. (7) Reactant: [O:1]=[C:2]1[C@@H:6]([NH:7][C:8](=[O:14])[O:9][C:10]([CH3:13])([CH3:12])[CH3:11])[CH2:5][CH2:4][NH:3]1.[H-].[Na+].FC(F)(F)S(O[CH2:23][C:24]([F:27])([F:26])[F:25])(=O)=O. Product: [O:1]=[C:2]1[C@@H:6]([NH:7][C:8](=[O:14])[O:9][C:10]([CH3:11])([CH3:13])[CH3:12])[CH2:5][CH2:4][N:3]1[CH2:23][C:24]([F:27])([F:26])[F:25]. The catalyst class is: 3.